From a dataset of Forward reaction prediction with 1.9M reactions from USPTO patents (1976-2016). Predict the product of the given reaction. (1) The product is: [O:1]1[C:5]2[CH:6]=[CH:7][C:8]([CH2:10][C:12]3[S:13][CH:14]=[CH:15][N:16]=3)=[CH:9][C:4]=2[CH:3]=[CH:2]1. Given the reactants [O:1]1[C:5]2[CH:6]=[CH:7][C:8]([CH:10]([C:12]3[S:13][CH:14]=[CH:15][N:16]=3)O)=[CH:9][C:4]=2[CH:3]=[CH:2]1.C([SiH](CC)CC)C.FC(F)(F)C(O)=O, predict the reaction product. (2) Given the reactants [Cl:1][C:2]1[CH:7]=[CH:6][C:5]([Br:8])=[CH:4][C:3]=1[OH:9].C([O-])([O-])=O.[K+].[K+].[CH2:16](I)[CH3:17], predict the reaction product. The product is: [Br:8][C:5]1[CH:6]=[CH:7][C:2]([Cl:1])=[C:3]([O:9][CH2:16][CH3:17])[CH:4]=1. (3) Given the reactants [Li][CH:2](CC)C.C1CCCCC1.C(=O)=O.CC(C)=O.CN(CCN(C)C)C.[CH3:27][C:28]([N:31]([CH3:43])[C:32]1[CH:42]=[CH:41][CH:40]=[CH:39][C:33]=1[C:34]([NH:36][CH2:37][CH3:38])=[O:35])([CH3:30])[CH3:29].CI, predict the reaction product. The product is: [CH2:37]([NH:36][C:34](=[O:35])[C:33]1[C:39]([CH3:2])=[CH:40][CH:41]=[CH:42][C:32]=1[N:31]([C:28]([CH3:29])([CH3:30])[CH3:27])[CH3:43])[CH3:38]. (4) Given the reactants [NH:1]1[CH2:6][CH2:5][CH:4]([NH:7][C:8]([C:10]2[C:14]3[N:15]=[CH:16][N:17]=[C:18]([C:19]4[C:27]5[O:26][CH2:25][O:24][C:23]=5[CH:22]=[CH:21][C:20]=4[O:28][CH2:29][CH2:30][CH2:31][CH3:32])[C:13]=3[NH:12][CH:11]=2)=[O:9])[CH2:3][CH2:2]1.[CH:33](OC(=O)C)=[O:34], predict the reaction product. The product is: [CH:33]([N:1]1[CH2:6][CH2:5][CH:4]([NH:7][C:8]([C:10]2[C:14]3[N:15]=[CH:16][N:17]=[C:18]([C:19]4[C:27]5[O:26][CH2:25][O:24][C:23]=5[CH:22]=[CH:21][C:20]=4[O:28][CH2:29][CH2:30][CH2:31][CH3:32])[C:13]=3[NH:12][CH:11]=2)=[O:9])[CH2:3][CH2:2]1)=[O:34]. (5) The product is: [Br:1][C:2]1[CH:7]=[CH:6][C:5]([CH:8]([C:25]2[CH:30]=[CH:29][CH:28]=[CH:27][C:26]=2[CH3:31])[CH2:9][C:10]([C@H:12]2[CH2:17][CH2:16][C@H:15]([OH:18])[CH2:14][CH2:13]2)=[O:11])=[CH:4][CH:3]=1. Given the reactants [Br:1][C:2]1[CH:7]=[CH:6][C:5]([CH:8]([C:25]2[CH:30]=[CH:29][CH:28]=[CH:27][C:26]=2[CH3:31])[CH2:9][C:10]([C@H:12]2[CH2:17][CH2:16][C@H:15]([O:18]C3CCCCO3)[CH2:14][CH2:13]2)=[O:11])=[CH:4][CH:3]=1.FC(F)(F)C(O)=O, predict the reaction product. (6) Given the reactants [Cl-].[CH3:2][O:3][CH2:4][P+](C1C=CC=CC=1)(C1C=CC=CC=1)C1C=CC=CC=1.CC([O-])(C)C.[K+].[CH2:30]([C@H:33]1[CH2:38][CH2:37][C@H:36]([C@H:39]2[CH2:44][CH2:43][C@H:42]([CH2:45][CH2:46][CH:47]=O)[CH2:41][CH2:40]2)[CH2:35][CH2:34]1)[CH2:31][CH3:32], predict the reaction product. The product is: [CH3:2][O:3][CH:4]=[CH:47][CH2:46][CH2:45][C@H:42]1[CH2:43][CH2:44][C@H:39]([C@H:36]2[CH2:37][CH2:38][C@H:33]([CH2:30][CH2:31][CH3:32])[CH2:34][CH2:35]2)[CH2:40][CH2:41]1.